This data is from Full USPTO retrosynthesis dataset with 1.9M reactions from patents (1976-2016). The task is: Predict the reactants needed to synthesize the given product. Given the product [CH3:39][C:38]([CH3:41])([CH3:40])[CH2:37][CH2:36][N:35]([CH2:33][CH3:34])[C:18](=[O:20])[CH2:17][N:8]1[C:9]2[C:14](=[CH:13][CH:12]=[C:11]([O:15][CH3:16])[CH:10]=2)[C:6]([C:1](=[O:5])[CH:2]([CH3:3])[CH3:4])=[N:7]1, predict the reactants needed to synthesize it. The reactants are: [C:1]([C:6]1[C:14]2[C:9](=[CH:10][C:11]([O:15][CH3:16])=[CH:12][CH:13]=2)[N:8]([CH2:17][C:18]([OH:20])=O)[N:7]=1)(=[O:5])[CH:2]([CH3:4])[CH3:3].C1C=C2N=NN(O)C2=CC=1.O.Cl.[CH2:33]([NH:35][CH2:36][CH2:37][C:38]([CH3:41])([CH3:40])[CH3:39])[CH3:34].CCN(C(C)C)C(C)C.CCN=C=NCCCN(C)C.Cl.